This data is from NCI-60 drug combinations with 297,098 pairs across 59 cell lines. The task is: Regression. Given two drug SMILES strings and cell line genomic features, predict the synergy score measuring deviation from expected non-interaction effect. Drug 1: C1=CN(C(=O)N=C1N)C2C(C(C(O2)CO)O)O.Cl. Drug 2: CS(=O)(=O)CCNCC1=CC=C(O1)C2=CC3=C(C=C2)N=CN=C3NC4=CC(=C(C=C4)OCC5=CC(=CC=C5)F)Cl. Cell line: SNB-75. Synergy scores: CSS=9.93, Synergy_ZIP=1.60, Synergy_Bliss=4.48, Synergy_Loewe=-0.404, Synergy_HSA=-0.479.